Task: Regression. Given a peptide amino acid sequence and an MHC pseudo amino acid sequence, predict their binding affinity value. This is MHC class II binding data.. Dataset: Peptide-MHC class II binding affinity with 134,281 pairs from IEDB (1) The peptide sequence is EKKYFAATQFEPKAA. The MHC is DRB1_0701 with pseudo-sequence DRB1_0701. The binding affinity (normalized) is 0.543. (2) The binding affinity (normalized) is 0.625. The MHC is DRB5_0101 with pseudo-sequence DRB5_0101. The peptide sequence is TYSQLMTLKDAKMLQ. (3) The peptide sequence is LVKYVNGDGDVVAVDIKEKG. The MHC is HLA-DPA10103-DPB10401 with pseudo-sequence HLA-DPA10103-DPB10401. The binding affinity (normalized) is 0.